Predict the reaction yield, written as a fraction of the theoretical maximum amount of product (1.0 means a 100% yield; for example, 0.34 means a 34% yield). From a dataset of Reaction yield outcomes from USPTO patents with 853,638 reactions. (1) The reactants are [CH3:1][O-:2].[Na+].[CH3:4][CH:5]1[CH:10]2[CH2:11][CH2:12][C:13]3[C:17]([C:9]2([C:24]2[CH:29]=[CH:28][CH:27]=[CH:26][CH:25]=2)[CH2:8][CH2:7][C:6]1=[O:30])=[N:16][NH:15][C:14]=3[C:18]1[CH:23]=[CH:22][CH:21]=[CH:20][CH:19]=1. The catalyst is C(OCC)=O.C(OCC)(=O)C. The product is [OH:2]/[CH:1]=[C:7]1/[CH2:8][C:9]2([C:24]3[CH:25]=[CH:26][CH:27]=[CH:28][CH:29]=3)[C:17]3[C:13](=[C:14]([C:18]4[CH:19]=[CH:20][CH:21]=[CH:22][CH:23]=4)[NH:15][N:16]=3)[CH2:12][CH2:11][CH:10]2[CH:5]([CH3:4])[C:6]/1=[O:30]. The yield is 0.930. (2) The reactants are [CH2:1]([P:3]([CH2:6][CH2:7][C:8]#[N:9])(=[O:5])[OH:4])[CH3:2].[CH2:10](O)[CH2:11][OH:12]. The catalyst is C1(C)C=CC=CC=1. The product is [CH2:1]([P:3]([CH2:6][CH2:7][C:8]#[N:9])(=[O:4])[O:5][CH2:10][CH2:11][OH:12])[CH3:2]. The yield is 0.890. (3) The reactants are [NH2:1][C:2]1[N:3]([C:27]2[CH:32]=[CH:31][CH:30]=[CH:29][CH:28]=2)[N:4]=[C:5]2[C:10]=1[CH:9]=[CH:8][C:7]([C:11]1[CH:12]=[C:13]([CH:21]3[CH2:26][CH2:25][NH:24][CH2:23][CH2:22]3)[N:14]3[C:19]=1[C:18]([NH2:20])=[N:17][CH:16]=[N:15]3)=[CH:6]2.Cl[CH2:34][C:35]([NH:37][CH3:38])=[O:36]. No catalyst specified. The product is [NH2:20][C:18]1[C:19]2=[C:11]([C:7]3[CH:8]=[CH:9][C:10]4[C:5]([CH:6]=3)=[N:4][N:3]([C:27]3[CH:32]=[CH:31][CH:30]=[CH:29][CH:28]=3)[C:2]=4[NH2:1])[CH:12]=[C:13]([CH:21]3[CH2:26][CH2:25][N:24]([CH2:34][C:35]([NH:37][CH3:38])=[O:36])[CH2:23][CH2:22]3)[N:14]2[N:15]=[CH:16][N:17]=1. The yield is 0.380. (4) The reactants are C1(C)C=CC(S(O)(=O)=O)=CC=1.[F:12][C:13]1[CH:18]=[CH:17][C:16]([CH:19]([O:41]C2CCCCO2)[C:20]2[CH:40]=[CH:39][C:23]([CH2:24][O:25][C:26]3[CH:31]=[CH:30][C:29]([C:32](=[O:34])[CH3:33])=[C:28]([OH:35])[C:27]=3[CH2:36][CH2:37][CH3:38])=[CH:22][CH:21]=2)=[CH:15][C:14]=1[C:48]1[N:49]=[N:50][NH:51][N:52]=1. The catalyst is CO. The product is [F:12][C:13]1[CH:18]=[CH:17][C:16]([CH:19]([OH:41])[C:20]2[CH:40]=[CH:39][C:23]([CH2:24][O:25][C:26]3[CH:31]=[CH:30][C:29]([C:32](=[O:34])[CH3:33])=[C:28]([OH:35])[C:27]=3[CH2:36][CH2:37][CH3:38])=[CH:22][CH:21]=2)=[CH:15][C:14]=1[C:48]1[N:49]=[N:50][NH:51][N:52]=1. The yield is 0.910. (5) The reactants are [CH3:1][C:2]1[C:8]([N+:9]([O-:11])=[O:10])=[CH:7][CH:6]=[CH:5][C:3]=1[NH2:4].[CH:12](=O)[C:13]1[CH:18]=[CH:17][CH:16]=[CH:15][CH:14]=1.C(O)(=O)C.C(O[BH-](OC(=O)C)OC(=O)C)(=O)C.[Na+].C([O-])(O)=O.[Na+]. The catalyst is ClC(Cl)C. The product is [CH2:12]([NH:4][C:3]1[CH:5]=[CH:6][CH:7]=[C:8]([N+:9]([O-:11])=[O:10])[C:2]=1[CH3:1])[C:13]1[CH:18]=[CH:17][CH:16]=[CH:15][CH:14]=1. The yield is 0.870.